This data is from Full USPTO retrosynthesis dataset with 1.9M reactions from patents (1976-2016). The task is: Predict the reactants needed to synthesize the given product. (1) Given the product [F:10][C:11]1[C:12]([N+:18]([O-:20])=[O:19])=[C:13]([NH:2][CH2:3][CH2:4][C:5]([O:7][CH2:8][CH3:9])=[O:6])[CH:14]=[CH:15][CH:16]=1, predict the reactants needed to synthesize it. The reactants are: Cl.[NH2:2][CH2:3][CH2:4][C:5]([O:7][CH2:8][CH3:9])=[O:6].[F:10][C:11]1[CH:16]=[CH:15][CH:14]=[C:13](F)[C:12]=1[N+:18]([O-:20])=[O:19].C(=O)([O-])[O-].[K+].[K+]. (2) Given the product [C:1]([N:4]1[CH2:9][CH2:8][CH:7]([CH2:10][C:11]([NH:13][C:14]2[CH:19]=[CH:18][C:17]([C:23]3[CH:24]=[CH:25][CH:26]=[CH:27][C:22]=3[F:21])=[CH:16][CH:15]=2)=[O:12])[CH2:6][CH2:5]1)(=[O:3])[CH3:2], predict the reactants needed to synthesize it. The reactants are: [C:1]([N:4]1[CH2:9][CH2:8][CH:7]([CH2:10][C:11]([NH:13][C:14]2[CH:19]=[CH:18][C:17](Br)=[CH:16][CH:15]=2)=[O:12])[CH2:6][CH2:5]1)(=[O:3])[CH3:2].[F:21][C:22]1[CH:27]=[CH:26][CH:25]=[CH:24][C:23]=1B(O)O. (3) Given the product [F:1][C:2]1[CH:7]=[CH:6][CH:5]=[C:4]([F:8])[C:3]=1[N:9]1[CH:13]=[CH:12][C:11]([NH:14][C:19](=[O:20])[C:18]2[CH:22]=[CH:23][CH:24]=[CH:25][C:17]=2[C:16]([F:15])([F:26])[F:27])=[CH:10]1, predict the reactants needed to synthesize it. The reactants are: [F:1][C:2]1[CH:7]=[CH:6][CH:5]=[C:4]([F:8])[C:3]=1[N:9]1[CH:13]=[CH:12][C:11]([NH2:14])=[CH:10]1.[F:15][C:16]([F:27])([F:26])[C:17]1[CH:25]=[CH:24][CH:23]=[CH:22][C:18]=1[C:19](Cl)=[O:20].C(N(CC)CC)C. (4) Given the product [Cl:22][C:23]1[N:24]=[C:25]([C:30]([NH:1][C@H:2]2[CH2:7][CH2:6][N:5]([C:8]3[CH:13]=[C:12]([C:14]([O:16][CH2:17][CH3:18])=[O:15])[C:11]([CH3:19])=[CH:10][N:9]=3)[CH2:4][C@H:3]2[O:20][CH3:21])=[O:31])[NH:26][C:27]=1[CH2:28][CH3:29], predict the reactants needed to synthesize it. The reactants are: [NH2:1][C@H:2]1[CH2:7][CH2:6][N:5]([C:8]2[CH:13]=[C:12]([C:14]([O:16][CH2:17][CH3:18])=[O:15])[C:11]([CH3:19])=[CH:10][N:9]=2)[CH2:4][C@H:3]1[O:20][CH3:21].[Cl:22][C:23]1[N:24]=[C:25]([C:30](O)=[O:31])[NH:26][C:27]=1[CH2:28][CH3:29].CCN=C=NCCCN(C)C.Cl.C1C=CC2N(O)N=NC=2C=1. (5) Given the product [NH2:18][C:15]1[CH:14]=[CH:13][C:12]([N:5]2[C:6]3=[N:7][CH:8]=[CH:9][CH:10]=[C:11]3[N:3]([CH2:1][CH3:2])[C:4]2=[O:21])=[CH:17][CH:16]=1, predict the reactants needed to synthesize it. The reactants are: [CH2:1]([N:3]1[C:11]2[C:6](=[N:7][CH:8]=[CH:9][CH:10]=2)[N:5]([C:12]2[CH:17]=[CH:16][C:15]([N+:18]([O-])=O)=[CH:14][CH:13]=2)[C:4]1=[O:21])[CH3:2]. (6) Given the product [CH3:8][C:9]1[CH:14]=[C:13]([N+:15]([O-:17])=[O:16])[CH:12]=[CH:11][C:10]=1[O:18][C:2]1[CH:7]=[CH:6][CH:5]=[CH:4][N:3]=1, predict the reactants needed to synthesize it. The reactants are: F[C:2]1[CH:7]=[CH:6][CH:5]=[CH:4][N:3]=1.[CH3:8][C:9]1[CH:14]=[C:13]([N+:15]([O-:17])=[O:16])[CH:12]=[CH:11][C:10]=1[OH:18].C(=O)([O-])[O-].[K+].[K+]. (7) Given the product [C:11]([O:15][C:16]([C@@:18]1([CH2:32][CH:33]=[CH2:34])[C@@H:22]([CH2:2][O:3][CH2:4][C:5]2[CH:10]=[CH:9][CH:8]=[CH:7][CH:6]=2)[C:21](=[O:23])[N:20]([C@@H:24]([C:26]2[CH:27]=[CH:28][CH:29]=[CH:30][CH:31]=2)[CH3:25])[CH2:19]1)=[O:17])([CH3:14])([CH3:13])[CH3:12], predict the reactants needed to synthesize it. The reactants are: Cl[CH2:2][O:3][CH2:4][C:5]1[CH:10]=[CH:9][CH:8]=[CH:7][CH:6]=1.[C:11]([O:15][C:16]([C@@:18]1([CH2:32][CH:33]=[CH2:34])[CH2:22][C:21](=[O:23])[N:20]([C@@H:24]([C:26]2[CH:31]=[CH:30][CH:29]=[CH:28][CH:27]=2)[CH3:25])[CH2:19]1)=[O:17])([CH3:14])([CH3:13])[CH3:12].C[Si](C)(C)[N-][Si](C)(C)C.[Li+].[Cl-].[NH4+]. (8) Given the product [CH3:29][S:30]([O:1][CH2:2][C:3]1[N:8]=[C:7]([CH:9]2[CH2:10][CH2:11][N:12]([C:15]([O:17][C:18]([CH3:21])([CH3:20])[CH3:19])=[O:16])[CH2:13][CH2:14]2)[CH:6]=[CH:5][CH:4]=1)(=[O:32])=[O:31], predict the reactants needed to synthesize it. The reactants are: [OH:1][CH2:2][C:3]1[N:8]=[C:7]([CH:9]2[CH2:14][CH2:13][N:12]([C:15]([O:17][C:18]([CH3:21])([CH3:20])[CH3:19])=[O:16])[CH2:11][CH2:10]2)[CH:6]=[CH:5][CH:4]=1.C(N(CC)CC)C.[CH3:29][S:30](Cl)(=[O:32])=[O:31].